This data is from Forward reaction prediction with 1.9M reactions from USPTO patents (1976-2016). The task is: Predict the product of the given reaction. (1) Given the reactants [CH2:1]1[CH2:5]O[CH2:3][CH2:2]1.[OH:6][C:7]12[CH2:16][CH:11]3[CH2:12][CH:13]([CH2:15][CH:9]([N:10]3[C:17]([O:19][C:20]([CH3:23])([CH3:22])[CH3:21])=[O:18])[CH2:8]1)[CH2:14]2.[H-].[K+].C1(CBr)CC1, predict the reaction product. The product is: [CH:1]1([CH2:5][O:6][C:7]23[CH2:8][CH:9]4[CH2:15][CH:13]([CH2:12][CH:11]([N:10]4[C:17]([O:19][C:20]([CH3:23])([CH3:22])[CH3:21])=[O:18])[CH2:16]2)[CH2:14]3)[CH2:3][CH2:2]1. (2) Given the reactants N#N.C([O-])([O-])=O.[Cs+].[Cs+].Br[C:10]1[C:11]([C:16]#[N:17])=[N:12][CH:13]=[CH:14][CH:15]=1.[NH:18]1[C:27]2[C:22](=[CH:23][CH:24]=[CH:25][CH:26]=2)[CH2:21][CH2:20][CH2:19]1.C1(P(C2C=CC=CC=2)C2C3OC4C(=CC=CC=4P(C4C=CC=CC=4)C4C=CC=CC=4)C(C)(C)C=3C=CC=2)C=CC=CC=1, predict the reaction product. The product is: [N:18]1([C:10]2[C:11]([C:16]#[N:17])=[N:12][CH:13]=[CH:14][CH:15]=2)[C:27]2[C:22](=[CH:23][CH:24]=[CH:25][CH:26]=2)[CH2:21][CH2:20][CH2:19]1. (3) Given the reactants [CH3:1][O:2][C:3](=[O:32])[N:4]=[C:5]([S:30][CH3:31])[C:6]([C:20]1[CH:25]=[C:24]([O:26][CH3:27])[CH:23]=[C:22]([CH2:28]O)[CH:21]=1)=[N:7][C:8]1[CH:13]=[CH:12][C:11]([C:14]2[N:18]=[C:17]([CH3:19])[O:16][N:15]=2)=[CH:10][CH:9]=1.COCCN(S(F)(F)[F:43])CCOC.[Cl-].[NH4+].C(OCC)(=O)C, predict the reaction product. The product is: [CH3:1][O:2][C:3](=[O:32])[N:4]=[C:5]([S:30][CH3:31])[C:6]([C:20]1[CH:25]=[C:24]([O:26][CH3:27])[CH:23]=[C:22]([CH2:28][F:43])[CH:21]=1)=[N:7][C:8]1[CH:13]=[CH:12][C:11]([C:14]2[N:18]=[C:17]([CH3:19])[O:16][N:15]=2)=[CH:10][CH:9]=1. (4) Given the reactants [F:1][C:2]1[CH:3]=[C:4]([CH2:9][C:10]([NH:12][C@H:13]([C:15]([OH:17])=O)[CH3:14])=[O:11])[CH:5]=[C:6]([F:8])[CH:7]=1.Cl.[NH2:19][C@@H:20]([CH2:25][CH3:26])[C:21]([O:23][CH3:24])=[O:22], predict the reaction product. The product is: [F:8][C:6]1[CH:5]=[C:4]([CH2:9][C:10]([NH:12][C@H:13]([C:15]([NH:19][C@@H:20]([CH2:25][CH3:26])[C:21]([O:23][CH3:24])=[O:22])=[O:17])[CH3:14])=[O:11])[CH:3]=[C:2]([F:1])[CH:7]=1. (5) Given the reactants Cl.[NH2:2][CH2:3][C:4]1[CH:12]=[CH:11][CH:10]=[C:9]2[C:5]=1[C:6](=[O:22])[N:7]([CH:14]1[CH2:19][CH2:18][C:17](=[O:20])[NH:16][C:15]1=[O:21])[C:8]2=[O:13].N12CCCN=C1CCCCC2.[F:34][C:35]1[CH:40]=[CH:39][C:38]([CH2:41][C:42](O)=[O:43])=[CH:37][CH:36]=1.Cl.CN(C)CCCN=C=NCC, predict the reaction product. The product is: [O:21]=[C:15]1[CH:14]([N:7]2[C:6](=[O:22])[C:5]3[C:9](=[CH:10][CH:11]=[CH:12][C:4]=3[CH2:3][NH:2][C:42](=[O:43])[CH2:41][C:38]3[CH:39]=[CH:40][C:35]([F:34])=[CH:36][CH:37]=3)[C:8]2=[O:13])[CH2:19][CH2:18][C:17](=[O:20])[NH:16]1. (6) The product is: [NH:24]1[C:32]2[C:27](=[CH:28][CH:29]=[C:30]([NH:33][C:2]3[C:11]4[C:10](=[CH:14][NH:13][N:12]=4)[C:9]4[C:4]([N:3]=3)=[CH:5][N:6]=[CH:7][CH:8]=4)[CH:31]=2)[CH:26]=[N:25]1. Given the reactants Cl[C:2]1[C:11]2=[N:12][N:13](CC3C=CC(OC)=CC=3)[CH:14]=[C:10]2[C:9]2[CH:8]=[CH:7][N:6]=[CH:5][C:4]=2[N:3]=1.[NH:24]1[C:32]2[C:27](=[CH:28][CH:29]=[C:30]([NH2:33])[CH:31]=2)[CH:26]=[N:25]1.Cl, predict the reaction product. (7) The product is: [C:1]([O:5][C:6]([N:8]1[CH2:15][C:14]([CH2:17][CH2:18][CH3:19])([CH3:16])[CH2:13][C@H:9]1[C:10]([OH:12])=[O:11])=[O:7])([CH3:4])([CH3:3])[CH3:2]. Given the reactants [C:1]([O:5][C:6]([N:8]1[CH2:15][C:14]([CH2:17][CH:18]=[CH2:19])([CH3:16])[CH2:13][C@H:9]1[C:10]([OH:12])=[O:11])=[O:7])([CH3:4])([CH3:3])[CH3:2], predict the reaction product. (8) Given the reactants [H-].[Al+3].[Li+].[H-].[H-].[H-].[N:7]1([C:13](=O)[CH2:14][CH2:15][C:16]2[CH:17]=[C:18]([NH2:22])[CH:19]=[CH:20][CH:21]=2)[CH2:12][CH2:11][O:10][CH2:9][CH2:8]1, predict the reaction product. The product is: [N:7]1([CH2:13][CH2:14][CH2:15][C:16]2[CH:17]=[C:18]([NH2:22])[CH:19]=[CH:20][CH:21]=2)[CH2:12][CH2:11][O:10][CH2:9][CH2:8]1. (9) Given the reactants [NH2:1][C@H:2]1[CH2:6][CH2:5][CH2:4][C@@H:3]1[NH:7][C:8](=O)OC(C)(C)C.[Cl:15]C1[CH:21]=[CH:20][C:19]([C:22]([F:25])([F:24])[F:23])=[CH:18][N:17]=1.CCN(C(C)C)C(C)C.Cl.O1CCOCC1, predict the reaction product. The product is: [ClH:15].[F:23][C:22]([F:25])([F:24])[C:19]1[CH:20]=[CH:21][C:8]([NH:7][C@H:3]2[CH2:4][CH2:5][CH2:6][C@@H:2]2[NH2:1])=[N:17][CH:18]=1. (10) Given the reactants Cl[Si](C)(C)C.Br[CH:7]([CH3:13])[C:8]([O:10][CH2:11][CH3:12])=[O:9].[Cl:14][C:15]1[N:20]=[C:19]([NH:21][C@H:22]2[CH2:27][CH2:26][CH2:25][C:24](=[O:28])[CH2:23]2)[C:18]([F:29])=[CH:17][N:16]=1, predict the reaction product. The product is: [Cl:14][C:15]1[N:20]=[C:19]([NH:21][C@H:22]2[CH2:27][CH2:26][CH2:25][C@:24]([CH:7]([CH3:13])[C:8]([O:10][CH2:11][CH3:12])=[O:9])([OH:28])[CH2:23]2)[C:18]([F:29])=[CH:17][N:16]=1.